Predict which catalyst facilitates the given reaction. From a dataset of Catalyst prediction with 721,799 reactions and 888 catalyst types from USPTO. Reactant: [Cl:1][C:2]1[CH:7]=[CH:6][CH:5]=[CH:4][C:3]=1[C:8]1[N:9]([C:24]2[CH:29]=[CH:28][C:27]([Cl:30])=[CH:26][CH:25]=2)[C:10]2[C:15]([N:16]=1)=[C:14]([NH:17][C@H:18]1[CH2:23][CH2:22][CH2:21][NH:20][CH2:19]1)[N:13]=[CH:12][N:11]=2.C(N(CC)CC)C.[CH2:38]([N:40]=[C:41]=[O:42])[CH3:39]. Product: [Cl:1][C:2]1[CH:7]=[CH:6][CH:5]=[CH:4][C:3]=1[C:8]1[N:9]([C:24]2[CH:25]=[CH:26][C:27]([Cl:30])=[CH:28][CH:29]=2)[C:10]2[C:15]([N:16]=1)=[C:14]([NH:17][C@H:18]1[CH2:23][CH2:22][CH2:21][N:20]([C:41]([NH:40][CH2:38][CH3:39])=[O:42])[CH2:19]1)[N:13]=[CH:12][N:11]=2. The catalyst class is: 1.